This data is from Full USPTO retrosynthesis dataset with 1.9M reactions from patents (1976-2016). The task is: Predict the reactants needed to synthesize the given product. (1) The reactants are: [CH2:1]([N:3]1CN(C)C[N:5]([C:10]2[S:11][C:12]3[C:18]([CH2:19][O:20][CH2:21][CH2:22][O:23][CH3:24])=[CH:17][C:16]([C:25]4[CH:26]=[N:27][C:28]([N:31]5[CH2:36][CH2:35][C:34]([CH3:42])([C:37]([O:39]CC)=[O:38])[CH2:33][CH2:32]5)=[N:29][CH:30]=4)=[CH:15][C:13]=3[N:14]=2)[C:4]1=[O:43])[CH3:2].[OH-].[Na+].Cl. Given the product [CH2:1]([NH:3][C:4]([NH:5][C:10]1[S:11][C:12]2[C:18]([CH2:19][O:20][CH2:21][CH2:22][O:23][CH3:24])=[CH:17][C:16]([C:25]3[CH:26]=[N:27][C:28]([N:31]4[CH2:32][CH2:33][C:34]([CH3:42])([C:37]([OH:39])=[O:38])[CH2:35][CH2:36]4)=[N:29][CH:30]=3)=[CH:15][C:13]=2[N:14]=1)=[O:43])[CH3:2], predict the reactants needed to synthesize it. (2) Given the product [CH:48]([OH:50])=[O:49].[CH:48]([OH:50])=[O:49].[Cl:31][C:28]1[CH:29]=[CH:30][C:25]([CH2:24][C:22]2[C:21]3[C:16](=[CH:17][CH:18]=[CH:19][CH:20]=3)[C:15](=[O:32])[N:14]([CH:10]3[CH2:11][CH2:12][CH2:13][N:7]([CH2:6][CH2:5][CH2:4][CH2:3][NH:2][C:48]([C:46]4[CH:45]=[CH:44][C:41]5[CH2:42][CH2:43][N:37]([CH:33]6[CH2:36][CH2:35][CH2:34]6)[CH2:38][CH2:39][C:40]=5[CH:47]=4)=[O:49])[CH2:8][CH2:9]3)[N:23]=2)=[CH:26][CH:27]=1, predict the reactants needed to synthesize it. The reactants are: Cl.[NH2:2][CH2:3][CH2:4][CH2:5][CH2:6][N:7]1[CH2:13][CH2:12][CH2:11][CH:10]([N:14]2[N:23]=[C:22]([CH2:24][C:25]3[CH:30]=[CH:29][C:28]([Cl:31])=[CH:27][CH:26]=3)[C:21]3[C:16](=[CH:17][CH:18]=[CH:19][CH:20]=3)[C:15]2=[O:32])[CH2:9][CH2:8]1.[CH:33]1([N:37]2[CH2:43][CH2:42][C:41]3[CH:44]=[CH:45][C:46]([C:48]([OH:50])=[O:49])=[CH:47][C:40]=3[CH2:39][CH2:38]2)[CH2:36][CH2:35][CH2:34]1.CCN(CC)CC.CN(C(ON1N=NC2C=CC=CC1=2)=[N+](C)C)C.[B-](F)(F)(F)F. (3) Given the product [CH:1]1([CH2:6][CH:7]([C:11]2[CH:16]=[CH:15][C:14]([S:17]([CH3:20])(=[O:18])=[O:19])=[C:13]([N+:21]([O-:23])=[O:22])[CH:12]=2)[C:8]([NH:63][C:64]2[NH:65][CH:66]=[CH:67][N:68]=2)=[O:10])[CH2:5][CH2:4][CH2:3][CH2:2]1, predict the reactants needed to synthesize it. The reactants are: [CH:1]1([CH2:6][CH:7]([C:11]2[CH:16]=[CH:15][C:14]([S:17]([CH3:20])(=[O:19])=[O:18])=[C:13]([N+:21]([O-:23])=[O:22])[CH:12]=2)[C:8]([OH:10])=O)[CH2:5][CH2:4][CH2:3][CH2:2]1.C(N(CC)CC)C.F[P-](F)(F)(F)(F)F.N1(O[P+](N(C)C)(N(C)C)N(C)C)C2C=CC=CC=2N=N1.S(O)(O)(=O)=O.[NH2:63][C:64]1[NH:65][CH:66]=[CH:67][N:68]=1.Cl. (4) Given the product [CH:1]1([CH2:4][N:5]([S:25]([C:28]2[CH:33]=[CH:32][CH:31]=[CH:30][N:29]=2)(=[O:27])=[O:26])[C:6]2[CH:7]=[C:8]([O:20][CH2:21][CH2:22][O:23][CH3:24])[CH:9]=[C:10]3[C:14]=2[NH:13][C:12]([C:15]([OH:17])=[O:16])=[CH:11]3)[CH2:3][CH2:2]1, predict the reactants needed to synthesize it. The reactants are: [CH:1]1([CH2:4][N:5]([S:25]([C:28]2[CH:33]=[CH:32][CH:31]=[CH:30][N:29]=2)(=[O:27])=[O:26])[C:6]2[CH:7]=[C:8]([O:20][CH2:21][CH2:22][O:23][CH3:24])[CH:9]=[C:10]3[C:14]=2[NH:13][C:12]([C:15]([O:17]CC)=[O:16])=[CH:11]3)[CH2:3][CH2:2]1.[OH-].[Na+]. (5) Given the product [Cl:1][C:2]1[CH:3]=[CH:4][C:5]([CH2:6][CH2:7][NH:8][C:9](=[O:28])[C:10]2[CH:11]=[CH:12][C:13]([O:16][C:17]3[CH:22]=[CH:21][C:20](/[CH:23]=[C:46](\[S:44]([CH3:43])=[O:45])/[S:47][CH3:48])=[CH:19][C:18]=3[CH:25]3[CH2:27][CH2:26]3)=[CH:14][CH:15]=2)=[CH:29][CH:30]=1, predict the reactants needed to synthesize it. The reactants are: [Cl:1][C:2]1[CH:30]=[CH:29][C:5]([CH2:6][CH2:7][NH:8][C:9](=[O:28])[C:10]2[CH:15]=[CH:14][C:13]([O:16][C:17]3[CH:22]=[CH:21][C:20]([CH:23]=O)=[CH:19][C:18]=3[CH:25]3[CH2:27][CH2:26]3)=[CH:12][CH:11]=2)=[CH:4][CH:3]=1.[OH-].C[N+](C)(C)CC1C=CC=CC=1.[CH3:43][S:44]([CH2:46][S:47][CH3:48])=[O:45]. (6) The reactants are: [CH3:1][O:2][C:3]1[CH:8]=[CH:7][C:6]([CH:9]2[CH2:14][CH2:13][CH:12]([CH2:15][C:16]([OH:18])=O)[CH2:11][CH2:10]2)=[CH:5][CH:4]=1.C(Cl)(=O)C(Cl)=O.[CH2:25]([NH2:32])[C:26]1[CH:31]=[CH:30][CH:29]=[CH:28][CH:27]=1.C(N(CC)CC)C. Given the product [CH2:25]([NH:32][C:16](=[O:18])[CH2:15][CH:12]1[CH2:11][CH2:10][CH:9]([C:6]2[CH:5]=[CH:4][C:3]([O:2][CH3:1])=[CH:8][CH:7]=2)[CH2:14][CH2:13]1)[C:26]1[CH:31]=[CH:30][CH:29]=[CH:28][CH:27]=1, predict the reactants needed to synthesize it.